From a dataset of NCI-60 drug combinations with 297,098 pairs across 59 cell lines. Regression. Given two drug SMILES strings and cell line genomic features, predict the synergy score measuring deviation from expected non-interaction effect. Cell line: ACHN. Drug 1: C1C(C(OC1N2C=NC3=C(N=C(N=C32)Cl)N)CO)O. Synergy scores: CSS=60.0, Synergy_ZIP=-3.41, Synergy_Bliss=-2.61, Synergy_Loewe=-33.8, Synergy_HSA=-0.890. Drug 2: C(CC(=O)O)C(=O)CN.Cl.